From a dataset of Forward reaction prediction with 1.9M reactions from USPTO patents (1976-2016). Predict the product of the given reaction. Given the reactants [NH2:1][C:2]1[CH:7]=[CH:6][CH:5]=[CH:4][C:3]=1[SH:8].[Cl:9][CH2:10][C:11](O)=[O:12].C(=O)([O-])[O-].[K+].[K+], predict the reaction product. The product is: [Cl:9][CH2:10][C:11]1[O:12][C:3]2[CH:4]=[CH:5][CH:6]=[CH:7][C:2]=2[N:1]=1.[Cl:9][CH2:10][C:11]1[S:8][C:3]2[CH:4]=[CH:5][CH:6]=[CH:7][C:2]=2[N:1]=1.